From a dataset of Full USPTO retrosynthesis dataset with 1.9M reactions from patents (1976-2016). Predict the reactants needed to synthesize the given product. (1) Given the product [C-:6]([S:3]([C:2]([F:22])([F:1])[F:21])(=[O:5])=[O:4])([S:14]([C:17]([F:18])([F:19])[F:20])(=[O:15])=[O:16])[S:7]([C:10]([F:13])([F:12])[F:11])(=[O:8])=[O:9].[Li+:25], predict the reactants needed to synthesize it. The reactants are: [F:1][C:2]([F:22])([F:21])[S:3]([CH:6]([S:14]([C:17]([F:20])([F:19])[F:18])(=[O:16])=[O:15])[S:7]([C:10]([F:13])([F:12])[F:11])(=[O:9])=[O:8])(=[O:5])=[O:4].O.[OH-].[Li+:25]. (2) The reactants are: [Cl:1][C:2]1[N:7]=[C:6](Cl)[CH:5]=[C:4]([C:9]2[CH:14]=[CH:13][C:12]([C:15]([F:18])([F:17])[F:16])=[CH:11][CH:10]=2)[N:3]=1.[NH2:19][C:20]1[CH:21]=[C:22]2[C:26](=[CH:27][CH:28]=1)[CH2:25][CH:24]([OH:29])[CH2:23]2. Given the product [Cl:1][C:2]1[N:7]=[C:6]([NH:19][C:20]2[CH:21]=[C:22]3[C:26](=[CH:27][CH:28]=2)[CH2:25][CH:24]([OH:29])[CH2:23]3)[CH:5]=[C:4]([C:9]2[CH:14]=[CH:13][C:12]([C:15]([F:18])([F:17])[F:16])=[CH:11][CH:10]=2)[N:3]=1, predict the reactants needed to synthesize it. (3) Given the product [N+:30]([C:33]1[CH:42]=[CH:41][CH:40]=[C:39]2[C:34]=1[CH2:35][CH2:36][CH:37]=[C:38]2[C:2]1[N:3]=[CH:4][NH:5][CH:6]=1)([O-:32])=[O:31], predict the reactants needed to synthesize it. The reactants are: I[C:2]1[N:3]=[CH:4][N:5](C(C2C=CC=CC=2)(C2C=CC=CC=2)C2C=CC=CC=2)[CH:6]=1.C([Mg]Br)C.[N+:30]([C:33]1[CH:42]=[CH:41][CH:40]=[C:39]2[C:34]=1[CH2:35][CH2:36][CH2:37][C:38]2=O)([O-:32])=[O:31].[Cl-].[NH4+].